From a dataset of Forward reaction prediction with 1.9M reactions from USPTO patents (1976-2016). Predict the product of the given reaction. (1) The product is: [N:1]1[CH:6]=[CH:5][C:4]([CH2:7][C:8]([N:12]2[C:20]3[C:15](=[CH:16][C:17]([NH:21][C:22]([C:24]4[C:25]([C:30]5[CH:31]=[CH:32][C:33]([C:36]([F:37])([F:38])[F:39])=[CH:34][CH:35]=5)=[CH:26][CH:27]=[CH:28][CH:29]=4)=[O:23])=[CH:18][CH:19]=3)[CH2:14][CH2:13]2)=[O:10])=[N:3][CH:2]=1. Given the reactants [N:1]1[CH:6]=[CH:5][C:4]([CH2:7][C:8]([OH:10])=O)=[N:3][CH:2]=1.Cl.[NH:12]1[C:20]2[C:15](=[CH:16][C:17]([NH:21][C:22]([C:24]3[C:25]([C:30]4[CH:35]=[CH:34][C:33]([C:36]([F:39])([F:38])[F:37])=[CH:32][CH:31]=4)=[CH:26][CH:27]=[CH:28][CH:29]=3)=[O:23])=[CH:18][CH:19]=2)[CH2:14][CH2:13]1.F[P-](F)(F)(F)(F)F.N1(O[P+](N2CCCC2)(N2CCCC2)N2CCCC2)C2C=CC=CC=2N=N1.C(N(C(C)C)CC)(C)C, predict the reaction product. (2) Given the reactants [CH2:1]([C:4]1[C:13]([OH:14])=[C:12]([O:15][CH3:16])[CH:11]=[C:10]2[C:5]=1[C:6]([NH:17][C:18]1[CH:23]=[CH:22][CH:21]=[CH:20][CH:19]=1)=[N:7][CH:8]=[N:9]2)[CH:2]=[CH2:3].[CH3:24]I, predict the reaction product. The product is: [CH2:1]([C:4]1[C:13]([O:14][CH3:24])=[C:12]([O:15][CH3:16])[CH:11]=[C:10]2[C:5]=1[C:6]([NH:17][C:18]1[CH:23]=[CH:22][CH:21]=[CH:20][CH:19]=1)=[N:7][CH:8]=[N:9]2)[CH:2]=[CH2:3]. (3) Given the reactants [N:1]1([CH2:7][C:8]2[CH:13]=[CH:12][C:11]([N:14]3[CH2:19][CH2:18][CH:17](C=O)[CH2:16][CH2:15]3)=[CH:10][CH:9]=2)[CH2:6][CH2:5][O:4][CH2:3][CH2:2]1.[CH:22]1([NH2:28])[CH2:27][CH2:26][CH2:25][CH2:24][CH2:23]1, predict the reaction product. The product is: [CH:22]1([NH:28][CH:17]2[CH2:16][CH2:15][N:14]([C:11]3[CH:10]=[CH:9][C:8]([CH2:7][N:1]4[CH2:2][CH2:3][O:4][CH2:5][CH2:6]4)=[CH:13][CH:12]=3)[CH2:19][CH2:18]2)[CH2:27][CH2:26][CH2:25][CH2:24][CH2:23]1.